Predict which catalyst facilitates the given reaction. From a dataset of Catalyst prediction with 721,799 reactions and 888 catalyst types from USPTO. (1) Reactant: [CH3:1][C:2]1[CH:11]=[C:10]2[C:5]([CH:6]=[CH:7][CH:8]=[N+:9]2[O-])=[CH:4][CH:3]=1.C[Si]([C:17]#[N:18])(C)C.CN(C)C(Cl)=O. Product: [CH3:1][C:2]1[CH:11]=[C:10]2[C:5]([CH:6]=[CH:7][C:8]([C:17]#[N:18])=[N:9]2)=[CH:4][CH:3]=1. The catalyst class is: 26. (2) Reactant: [Br:1][C:2]1[CH:14]=[CH:13][CH:12]=[C:11]2[C:3]=1[CH2:4][CH:5]1[CH2:9][C:8](=[O:10])[NH:7][CH:6]12.CN(C1C=CC=CN=1)C.C(N(CC)CC)C.[C:31](O[C:31]([O:33][C:34]([CH3:37])([CH3:36])[CH3:35])=[O:32])([O:33][C:34]([CH3:37])([CH3:36])[CH3:35])=[O:32]. Product: [Br:1][C:2]1[CH:14]=[CH:13][CH:12]=[C:11]2[C:3]=1[CH2:4][CH:5]1[CH2:9][C:8](=[O:10])[N:7]([C:31]([O:33][C:34]([CH3:37])([CH3:36])[CH3:35])=[O:32])[CH:6]12. The catalyst class is: 115. (3) Product: [CH:1]1([CH:4]([C:11]2[CH:16]=[CH:15][CH:14]=[C:13]([CH2:17][O:18][C:19]3[CH:20]=[N:21][C:22]([C:30]4[CH:35]=[C:34]([O:36][CH:37]5[CH2:42][CH2:41][CH2:40][CH2:39][O:38]5)[CH:33]=[CH:32][C:31]=4[F:43])=[C:23]([CH2:25][C:26]([CH3:29])([CH3:28])[CH3:27])[CH:24]=3)[CH:12]=2)[CH2:5][C:6]([OH:8])=[O:7])[CH2:3][CH2:2]1. The catalyst class is: 8. Reactant: [CH:1]1([CH:4]([C:11]2[CH:16]=[CH:15][CH:14]=[C:13]([CH2:17][O:18][C:19]3[CH:20]=[N:21][C:22]([C:30]4[CH:35]=[C:34]([O:36][CH:37]5[CH2:42][CH2:41][CH2:40][CH2:39][O:38]5)[CH:33]=[CH:32][C:31]=4[F:43])=[C:23]([CH2:25][C:26]([CH3:29])([CH3:28])[CH3:27])[CH:24]=3)[CH:12]=2)[CH2:5][C:6]([O:8]CC)=[O:7])[CH2:3][CH2:2]1.[OH-].[Na+].Cl. (4) Reactant: C(N(C(C)C)CC)(C)C.[CH3:10][O:11][C:12]1[N:13]=[CH:14][C:15]2[CH:21]=[C:20]([C:22]([NH:24][C:25]3[CH:26]=[C:27]([CH:31]=[CH:32][C:33]=3[CH3:34])[C:28]([OH:30])=O)=[O:23])[C:19](=[O:35])[NH:18][C:16]=2[N:17]=1.CN(C(ON1N=NC2C=CC=NC1=2)=[N+](C)C)C.F[P-](F)(F)(F)(F)F.[Cl:60][C:61]1[CH:62]=[C:63]([CH:67]=[CH:68][CH:69]=1)[CH2:64][NH:65][CH3:66]. Product: [Cl:60][C:61]1[CH:62]=[C:63]([CH:67]=[CH:68][CH:69]=1)[CH2:64][N:65]([CH3:66])[C:28]([C:27]1[CH:31]=[CH:32][C:33]([CH3:34])=[C:25]([NH:24][C:22]([C:20]2[C:19](=[O:35])[NH:18][C:16]3[N:17]=[C:12]([O:11][CH3:10])[N:13]=[CH:14][C:15]=3[CH:21]=2)=[O:23])[CH:26]=1)=[O:30]. The catalyst class is: 3.